This data is from NCI-60 drug combinations with 297,098 pairs across 59 cell lines. The task is: Regression. Given two drug SMILES strings and cell line genomic features, predict the synergy score measuring deviation from expected non-interaction effect. (1) Drug 1: CC1OCC2C(O1)C(C(C(O2)OC3C4COC(=O)C4C(C5=CC6=C(C=C35)OCO6)C7=CC(=C(C(=C7)OC)O)OC)O)O. Drug 2: C1=C(C(=O)NC(=O)N1)N(CCCl)CCCl. Cell line: SF-295. Synergy scores: CSS=61.1, Synergy_ZIP=-0.465, Synergy_Bliss=-1.70, Synergy_Loewe=-6.35, Synergy_HSA=2.77. (2) Drug 1: CC=C1C(=O)NC(C(=O)OC2CC(=O)NC(C(=O)NC(CSSCCC=C2)C(=O)N1)C(C)C)C(C)C. Drug 2: CCC1(C2=C(COC1=O)C(=O)N3CC4=CC5=C(C=CC(=C5CN(C)C)O)N=C4C3=C2)O.Cl. Cell line: MCF7. Synergy scores: CSS=37.2, Synergy_ZIP=-3.69, Synergy_Bliss=0.855, Synergy_Loewe=-9.83, Synergy_HSA=0.714. (3) Drug 1: CN1CCC(CC1)COC2=C(C=C3C(=C2)N=CN=C3NC4=C(C=C(C=C4)Br)F)OC. Drug 2: C1=CC(=CC=C1CCCC(=O)O)N(CCCl)CCCl. Cell line: RXF 393. Synergy scores: CSS=24.2, Synergy_ZIP=0.662, Synergy_Bliss=8.30, Synergy_Loewe=6.85, Synergy_HSA=10.0.